This data is from Reaction yield outcomes from USPTO patents with 853,638 reactions. The task is: Predict the reaction yield, written as a fraction of the theoretical maximum amount of product (1.0 means a 100% yield; for example, 0.34 means a 34% yield). (1) The reactants are [NH:1]1[C:9]2[C:4](=[CH:5][CH:6]=[CH:7][CH:8]=2)[C:3]2([C:13](=[O:14])[NH:12][C:11](=[O:15])[NH:10]2)[C:2]1=[O:16].O=C1NC2(C3C(=CC=CC=3)CCC2)C(=O)N1[CH2:33][C:34]([OH:36])=[O:35].CCN([CH:43]([CH3:45])[CH3:44])C(C)C.[CH3:46]C#N. No catalyst specified. The product is [O:15]=[C:11]1[NH:10][C:3]2([C:4]3[C:9](=[CH:8][CH:7]=[CH:6][CH:5]=3)[NH:1][C:2]2=[O:16])[C:13](=[O:14])[N:12]1[CH2:33][C:34]([O:36][C:43]([CH3:45])([CH3:46])[CH3:44])=[O:35]. The yield is 0.580. (2) The reactants are IC.[F:3][C:4]1[C:12]([F:13])=[C:11](O)[CH:10]=[CH:9][C:5]=1[C:6]([OH:8])=[O:7].[C:15](=O)([O-])[O-].[Li+].[Li+].CN(C)[CH:23]=[O:24]. The catalyst is O. The product is [F:3][C:4]1[C:12]([F:13])=[C:11]([O:24][CH3:23])[CH:10]=[CH:9][C:5]=1[C:6]([O:8][CH3:15])=[O:7]. The yield is 0.880. (3) The reactants are [CH:1]1([C:7](=[S:9])[NH2:8])[CH2:6][CH2:5][CH2:4][CH2:3][CH2:2]1.Br[CH2:11][C:12](=O)[C:13]([O:15][CH2:16][CH3:17])=[O:14]. The catalyst is C1COCC1. The product is [CH2:16]([O:15][C:13]([C:12]1[N:8]=[C:7]([CH:1]2[CH2:6][CH2:5][CH2:4][CH2:3][CH2:2]2)[S:9][CH:11]=1)=[O:14])[CH3:17]. The yield is 0.740. (4) The reactants are [F:1][C:2]1[CH:7]=[CH:6][C:5]([C:8]2[C:12]([CH2:13][O:14][C:15]3[CH:23]=[CH:22][C:18]([C:19]([OH:21])=O)=[CH:17][N:16]=3)=[C:11]([CH2:24][OH:25])[O:10][N:9]=2)=[CH:4][CH:3]=1.C(N1C=CN=C1)(N1C=CN=C1)=O.[CH3:38][C:39]1([NH2:43])[CH2:42][O:41][CH2:40]1. The catalyst is CN(C=O)C. The product is [F:1][C:2]1[CH:7]=[CH:6][C:5]([C:8]2[C:12]([CH2:13][O:14][C:15]3[CH:23]=[CH:22][C:18]([C:19]([NH:43][C:39]4([CH3:38])[CH2:42][O:41][CH2:40]4)=[O:21])=[CH:17][N:16]=3)=[C:11]([CH2:24][OH:25])[O:10][N:9]=2)=[CH:4][CH:3]=1. The yield is 0.0800. (5) The reactants are [CH3:1][C:2]1[CH:3]=[C:4]([NH:20][C:21]2[N:26]=[C:25](O)[CH:24]=[CH:23][N:22]=2)[CH:5]=[C:6]([C:8]2[S:12][C:11]([C:13]([OH:19])([CH3:18])[C:14]([F:17])([F:16])[F:15])=[N:10][CH:9]=2)[CH:7]=1.P(Cl)(Cl)([Cl:30])=O. The catalyst is O1CCOCC1. The product is [Cl:30][C:25]1[CH:24]=[CH:23][N:22]=[C:21]([NH:20][C:4]2[CH:5]=[C:6]([C:8]3[S:12][C:11]([C:13]([OH:19])([CH3:18])[C:14]([F:17])([F:15])[F:16])=[N:10][CH:9]=3)[CH:7]=[C:2]([CH3:1])[CH:3]=2)[N:26]=1. The yield is 0.750.